From a dataset of Reaction yield outcomes from USPTO patents with 853,638 reactions. Predict the reaction yield, written as a fraction of the theoretical maximum amount of product (1.0 means a 100% yield; for example, 0.34 means a 34% yield). (1) The reactants are Cl.[F:2][C:3]1[CH:30]=[CH:29][C:6]([CH2:7][NH:8][C:9]([C:11]2[CH:16]=[C:15]([C:17]3[CH2:21][CH:20]([CH:22]4[CH2:27][CH2:26][NH:25][CH2:24][CH2:23]4)[O:19][N:18]=3)[N:14]=[C:13]([CH3:28])[N:12]=2)=[O:10])=[CH:5][C:4]=1[O:31][CH3:32].[C:33]([O:36][CH2:37][C:38](Cl)=[O:39])(=[O:35])[CH3:34]. The catalyst is ClCCl.O. The product is [C:33]([O:36][CH2:37][C:38]([N:25]1[CH2:24][CH2:23][CH:22]([CH:20]2[O:19][N:18]=[C:17]([C:15]3[CH:16]=[C:11]([C:9](=[O:10])[NH:8][CH2:7][C:6]4[CH:29]=[CH:30][C:3]([F:2])=[C:4]([O:31][CH3:32])[CH:5]=4)[N:12]=[C:13]([CH3:28])[N:14]=3)[CH2:21]2)[CH2:27][CH2:26]1)=[O:39])(=[O:35])[CH3:34]. The yield is 0.900. (2) The yield is 0.672. The reactants are Br[C:2]1[CH:11]=[C:10]2[C:5]([CH:6]=[CH:7][C:8]([N:12]3[CH2:17][CH2:16][O:15][CH2:14][CH2:13]3)=[N:9]2)=[N:4][CH:3]=1.[NH2:18][C:19]1[O:20][C:21]2[CH:27]=[CH:26][C:25](B(O)O)=[CH:24][C:22]=2[N:23]=1.C([O-])([O-])=O.[Na+].[Na+]. The product is [O:15]1[CH2:16][CH2:17][N:12]([C:8]2[N:9]=[C:10]3[C:5](=[CH:6][CH:7]=2)[N:4]=[CH:3][C:2]([C:25]2[CH:26]=[CH:27][C:21]4[O:20][C:19]([NH2:18])=[N:23][C:22]=4[CH:24]=2)=[CH:11]3)[CH2:13][CH2:14]1. The catalyst is O1CCOCC1.O.C1C=CC([P]([Pd]([P](C2C=CC=CC=2)(C2C=CC=CC=2)C2C=CC=CC=2)([P](C2C=CC=CC=2)(C2C=CC=CC=2)C2C=CC=CC=2)[P](C2C=CC=CC=2)(C2C=CC=CC=2)C2C=CC=CC=2)(C2C=CC=CC=2)C2C=CC=CC=2)=CC=1. (3) The reactants are N1C=CC=CC=1S[C:8](=[O:17])[C:9]1[CH:14]=[CH:13][C:12]([Br:15])=[CH:11][C:10]=1[Cl:16].[CH3:18][Mg]Br.C1(C)C=CC=CC=1.C1COCC1. The catalyst is C1COCC1. The product is [Br:15][C:12]1[CH:13]=[CH:14][C:9]([C:8](=[O:17])[CH3:18])=[C:10]([Cl:16])[CH:11]=1. The yield is 0.800.